From a dataset of Reaction yield outcomes from USPTO patents with 853,638 reactions. Predict the reaction yield, written as a fraction of the theoretical maximum amount of product (1.0 means a 100% yield; for example, 0.34 means a 34% yield). (1) The reactants are [N+:1]([C:4]1[CH:5]=[CH:6][C:7]2[O:11][C:10]([C:12](=[O:14])[CH3:13])=[CH:9][C:8]=2[CH:15]=1)([O-])=O.[NH4+].[Cl-]. The yield is 0.540. The catalyst is CCO.O.[Fe]. The product is [NH2:1][C:4]1[CH:5]=[CH:6][C:7]2[O:11][C:10]([C:12](=[O:14])[CH3:13])=[CH:9][C:8]=2[CH:15]=1. (2) The reactants are N[C:2]1[N:18]=[C:5]2[CH:6]=[CH:7][CH:8]=[C:9](CN3CCNC(=O)C3)[N:4]2N=1.FC(F)(F)C(O)=O.C(OC([N:33]([C:51](OC(C)(C)C)=O)[C:34]1[N:50]=[C:37]2[CH:38]=[CH:39][CH:40]=[C:41]([CH2:42][N:43]3[CH2:48][CH2:47][NH:46][C:45](=[O:49])[CH2:44]3)[N:36]2[N:35]=1)=O)(C)(C)C. The catalyst is ClCCl. The product is [NH:4]1[C:5]2=[N:18][CH:2]=[C:51]([NH:33][C:34]3[N:50]=[C:37]4[CH:38]=[CH:39][CH:40]=[C:41]([CH2:42][N:43]5[CH2:48][CH2:47][NH:46][C:45](=[O:49])[CH2:44]5)[N:36]4[N:35]=3)[CH:6]=[C:7]2[CH:8]=[CH:9]1. The yield is 0.970. (3) The reactants are Cl.[NH2:2][CH:3]([CH2:7][S:8][C:9]([CH3:12])([CH3:11])[CH3:10])[C:4]([OH:6])=[O:5].O.[C:14]1([CH3:24])[CH:19]=[CH:18][C:17]([S:20]([OH:23])(=[O:22])=[O:21])=[CH:16][CH:15]=1.[CH2:25](O)[C:26]1[CH:31]=[CH:30][CH:29]=[CH:28][CH:27]=1. No catalyst specified. The product is [S:20]([C:17]1[CH:18]=[CH:19][C:14]([CH3:24])=[CH:15][CH:16]=1)([OH:23])(=[O:22])=[O:21].[CH2:25]([O:5][C:4](=[O:6])[CH:3]([NH2:2])[CH2:7][S:8][C:9]([CH3:12])([CH3:11])[CH3:10])[C:26]1[CH:31]=[CH:30][CH:29]=[CH:28][CH:27]=1. The yield is 0.790. (4) The reactants are [Cl:1][C:2]1[CH:3]=[C:4]([NH:8][C:9]([C:11]2[C:16](I)=[CH:15][CH:14]=[C:13]([CH3:18])[N:12]=2)=[O:10])[CH:5]=[CH:6][CH:7]=1.[NH2:19][C:20]1[CH:21]=[N:22][CH:23]=[CH:24][CH:25]=1.C(=O)([O-])[O-].[Cs+].[Cs+].CC1(C)C2C(=C(P(C3C=CC=CC=3)C3C=CC=CC=3)C=CC=2)OC2C(P(C3C=CC=CC=3)C3C=CC=CC=3)=CC=CC1=2.C(Cl)(Cl)Cl. The catalyst is O1CCOCC1.C(Cl)Cl.C1C=CC(/C=C/C(/C=C/C2C=CC=CC=2)=O)=CC=1.C1C=CC(/C=C/C(/C=C/C2C=CC=CC=2)=O)=CC=1.C1C=CC(/C=C/C(/C=C/C2C=CC=CC=2)=O)=CC=1.[Pd].[Pd]. The product is [Cl:1][C:2]1[CH:3]=[C:4]([NH:8][C:9]([C:11]2[C:16]([NH:19][C:20]3[CH:21]=[N:22][CH:23]=[CH:24][CH:25]=3)=[CH:15][CH:14]=[C:13]([CH3:18])[N:12]=2)=[O:10])[CH:5]=[CH:6][CH:7]=1. The yield is 0.240. (5) The reactants are [C:1]([O:5][C:6](=[O:15])[CH2:7]/[N:8]=[CH:9]/[CH2:10][C:11]([CH3:14])([CH3:13])[CH3:12])([CH3:4])([CH3:3])[CH3:2].[Cl:16][C:17]1[C:18]([F:35])=[C:19](/[CH:23]=[C:24](/[C:27]2[CH:32]=[CH:31][C:30]([Cl:33])=[CH:29][C:28]=2[F:34])\[C:25]#[N:26])[CH:20]=[CH:21][CH:22]=1.C(N(CC)CC)C. The catalyst is ClCCl. The product is [C:1]([O:5][C:6]([CH:7]1[CH:23]([C:19]2[CH:20]=[CH:21][CH:22]=[C:17]([Cl:16])[C:18]=2[F:35])[C:24]([C:27]2[CH:32]=[CH:31][C:30]([Cl:33])=[CH:29][C:28]=2[F:34])([C:25]#[N:26])[CH:9]([CH2:10][C:11]([CH3:14])([CH3:13])[CH3:12])[NH:8]1)=[O:15])([CH3:4])([CH3:3])[CH3:2]. The yield is 0.640. (6) The reactants are [Br:1][C:2]1[CH:3]=[C:4]([C:8](=[O:12])[C@H:9](O)[CH3:10])[CH:5]=[CH:6][CH:7]=1.CN(C1C2C(N(C)C)=CC=CC=2C=CC=1)C.S(OS(C(F)(F)F)(=O)=O)(C(F)(F)F)(=O)=O.[NH2:44][C:45]([CH3:49])([CH3:48])[CH2:46][OH:47]. The catalyst is C(#N)C. The product is [Br:1][C:2]1[CH:3]=[C:4]([C@:8]2([OH:12])[O:47][CH2:46][C:45]([CH3:49])([CH3:48])[NH:44][C@H:9]2[CH3:10])[CH:5]=[CH:6][CH:7]=1. The yield is 0.390. (7) The reactants are Br[CH2:2][C@H:3]([C:5]1[CH:6]=[N:7][CH:8]=[CH:9][CH:10]=1)[OH:4].[OH-].[Na+]. The catalyst is C1COCC1. The product is [O:4]1[CH2:2][C@@H:3]1[C:5]1[CH:6]=[N:7][CH:8]=[CH:9][CH:10]=1. The yield is 0.420. (8) The reactants are [N:1]1[CH:6]=[CH:5][CH:4]=[CH:3][C:2]=1[CH2:7][N:8](S(C1C=CC=CC=1[N+]([O-])=O)(=O)=O)[CH2:9][C:10]1[CH:15]=[CH:14][C:13]([CH2:16][NH:17][CH:18]2[C:27]3[N:26]=[CH:25][CH:24]=[C:23]([O:28][CH3:29])[C:22]=3[CH2:21][CH2:20][CH2:19]2)=[CH:12][CH:11]=1.C1(S)C=CC=CC=1.C([O-])([O-])=O.[K+].[K+]. The catalyst is CC#N. The product is [N:1]1[CH:6]=[CH:5][CH:4]=[CH:3][C:2]=1[CH2:7][NH:8][CH2:9][C:10]1[CH:11]=[CH:12][C:13]([CH2:16][NH:17][CH:18]2[C:27]3[N:26]=[CH:25][CH:24]=[C:23]([O:28][CH3:29])[C:22]=3[CH2:21][CH2:20][CH2:19]2)=[CH:14][CH:15]=1. The yield is 0.820. (9) The reactants are [O:1]1[CH2:6][CH2:5][CH2:4][NH:3][C:2]1=[O:7].[H-].[Na+].Br[CH2:11][C:12]([O:14][CH3:15])=[O:13]. The catalyst is CN(C=O)C. The product is [O:7]=[C:2]1[N:3]([CH2:11][C:12]([O:14][CH3:15])=[O:13])[CH2:4][CH2:5][CH2:6][O:1]1. The yield is 0.200. (10) The reactants are [CH3:1][O:2][N:3]([CH3:35])[C:4](=[O:34])[CH2:5][C:6](=[O:33])[C@@H:7]([NH:13][C:14]([C:27]1[CH:32]=[CH:31][CH:30]=[CH:29][CH:28]=1)([C:21]1[CH:26]=[CH:25][CH:24]=[CH:23][CH:22]=1)[C:15]1[CH:20]=[CH:19][CH:18]=[CH:17][CH:16]=1)[CH2:8][C:9]([O:11][CH3:12])=[O:10].O.CS([N:41]=[N+:42]=[N-])(=O)=O.N12CCCN=C1CCCCC2. The catalyst is C(#N)C.C(OCC)C. The product is [N+:41](=[C:5]([C:4]([N:3]([O:2][CH3:1])[CH3:35])=[O:34])[C:6](=[O:33])[C@@H:7]([NH:13][C:14]([C:15]1[CH:16]=[CH:17][CH:18]=[CH:19][CH:20]=1)([C:21]1[CH:26]=[CH:25][CH:24]=[CH:23][CH:22]=1)[C:27]1[CH:28]=[CH:29][CH:30]=[CH:31][CH:32]=1)[CH2:8][C:9]([O:11][CH3:12])=[O:10])=[N-:42]. The yield is 0.940.